Dataset: NCI-60 drug combinations with 297,098 pairs across 59 cell lines. Task: Regression. Given two drug SMILES strings and cell line genomic features, predict the synergy score measuring deviation from expected non-interaction effect. (1) Drug 1: C1=C(C(=O)NC(=O)N1)F. Drug 2: C1CC(C1)(C(=O)O)C(=O)O.[NH2-].[NH2-].[Pt+2]. Cell line: MALME-3M. Synergy scores: CSS=48.7, Synergy_ZIP=-1.61, Synergy_Bliss=-0.441, Synergy_Loewe=3.81, Synergy_HSA=5.81. (2) Drug 1: CC1OCC2C(O1)C(C(C(O2)OC3C4COC(=O)C4C(C5=CC6=C(C=C35)OCO6)C7=CC(=C(C(=C7)OC)O)OC)O)O. Drug 2: C1=CN(C=N1)CC(O)(P(=O)(O)O)P(=O)(O)O. Cell line: PC-3. Synergy scores: CSS=13.3, Synergy_ZIP=-3.89, Synergy_Bliss=-1.44, Synergy_Loewe=-2.69, Synergy_HSA=1.13. (3) Drug 1: CC1=C2C(C(=O)C3(C(CC4C(C3C(C(C2(C)C)(CC1OC(=O)C(C(C5=CC=CC=C5)NC(=O)C6=CC=CC=C6)O)O)OC(=O)C7=CC=CC=C7)(CO4)OC(=O)C)O)C)OC(=O)C. Drug 2: CCC1=C2N=C(C=C(N2N=C1)NCC3=C[N+](=CC=C3)[O-])N4CCCCC4CCO. Cell line: HT29. Synergy scores: CSS=77.4, Synergy_ZIP=2.70, Synergy_Bliss=2.67, Synergy_Loewe=0.672, Synergy_HSA=4.79. (4) Drug 2: C1CCC(CC1)NC(=O)N(CCCl)N=O. Synergy scores: CSS=33.8, Synergy_ZIP=11.5, Synergy_Bliss=14.3, Synergy_Loewe=12.3, Synergy_HSA=12.7. Cell line: OVCAR-8. Drug 1: CC1=C(C=C(C=C1)NC2=NC=CC(=N2)N(C)C3=CC4=NN(C(=C4C=C3)C)C)S(=O)(=O)N.Cl. (5) Drug 1: CN1CCC(CC1)COC2=C(C=C3C(=C2)N=CN=C3NC4=C(C=C(C=C4)Br)F)OC. Drug 2: CC1=C2C(C(=O)C3(C(CC4C(C3C(C(C2(C)C)(CC1OC(=O)C(C(C5=CC=CC=C5)NC(=O)OC(C)(C)C)O)O)OC(=O)C6=CC=CC=C6)(CO4)OC(=O)C)OC)C)OC. Cell line: SW-620. Synergy scores: CSS=70.4, Synergy_ZIP=27.4, Synergy_Bliss=21.6, Synergy_Loewe=12.7, Synergy_HSA=21.8. (6) Drug 1: CNC(=O)C1=CC=CC=C1SC2=CC3=C(C=C2)C(=NN3)C=CC4=CC=CC=N4. Drug 2: CC1OCC2C(O1)C(C(C(O2)OC3C4COC(=O)C4C(C5=CC6=C(C=C35)OCO6)C7=CC(=C(C(=C7)OC)O)OC)O)O. Cell line: HS 578T. Synergy scores: CSS=27.4, Synergy_ZIP=5.49, Synergy_Bliss=6.18, Synergy_Loewe=0.0386, Synergy_HSA=4.79. (7) Drug 1: CC1=CC=C(C=C1)C2=CC(=NN2C3=CC=C(C=C3)S(=O)(=O)N)C(F)(F)F. Drug 2: CCC1(C2=C(COC1=O)C(=O)N3CC4=CC5=C(C=CC(=C5CN(C)C)O)N=C4C3=C2)O.Cl. Cell line: HCT-15. Synergy scores: CSS=10.3, Synergy_ZIP=-2.67, Synergy_Bliss=-1.79, Synergy_Loewe=-41.9, Synergy_HSA=-7.97.